From a dataset of Catalyst prediction with 721,799 reactions and 888 catalyst types from USPTO. Predict which catalyst facilitates the given reaction. (1) Reactant: C(N1C=CN=C1)(N1C=CN=C1)=O.[CH3:13][C:14]1[CH:15]=[C:16]([CH:22]=[C:23]([CH3:25])[CH:24]=1)[O:17][CH2:18][C:19]([OH:21])=O.C(N(CC)CC)C.Cl.[NH2:34][CH2:35][CH2:36][CH2:37][CH2:38][CH2:39][C:40]([O:42][CH3:43])=[O:41]. Product: [CH3:25][C:23]1[CH:22]=[C:16]([CH:15]=[C:14]([CH3:13])[CH:24]=1)[O:17][CH2:18][C:19]([NH:34][CH2:35][CH2:36][CH2:37][CH2:38][CH2:39][C:40]([O:42][CH3:43])=[O:41])=[O:21]. The catalyst class is: 4. (2) Reactant: Br[CH2:2][CH2:3][C:4]1[C:12]2[C:7](=[CH:8][C:9]([Cl:14])=[C:10]([CH3:13])[CH:11]=2)[NH:6][C:5]=1[Si:15]([CH2:20][CH3:21])([CH2:18][CH3:19])[CH2:16][CH3:17].[N-:22]=[N+:23]=[N-:24].[Na+]. Product: [N:22]([CH2:2][CH2:3][C:4]1[C:12]2[C:7](=[CH:8][C:9]([Cl:14])=[C:10]([CH3:13])[CH:11]=2)[NH:6][C:5]=1[Si:15]([CH2:20][CH3:21])([CH2:18][CH3:19])[CH2:16][CH3:17])=[N+:23]=[N-:24]. The catalyst class is: 3.